Dataset: Full USPTO retrosynthesis dataset with 1.9M reactions from patents (1976-2016). Task: Predict the reactants needed to synthesize the given product. (1) Given the product [OH:10][C:11]1([C:16]2[N:3]=[N:2][N:1]([CH2:4][C:5]([O:7][CH2:8][CH3:9])=[O:6])[CH:19]=2)[CH2:15][CH2:14][CH2:13][CH2:12]1, predict the reactants needed to synthesize it. The reactants are: [N:1]([CH2:4][C:5]([O:7][CH2:8][CH3:9])=[O:6])=[N+:2]=[N-:3].[OH:10][C:11]1([C:16]#N)[CH2:15][CH2:14][CH2:13][CH2:12]1.O=[C:19]1O[C@H]([C@H](CO)O)C([O-])=C1O.[Na+]. (2) Given the product [NH2:1][C:3]1[C:4]2[C:11]([I:12])=[CH:10][N:9]([C@@H:13]3[O:27][C@H:26]([CH2:28][OH:29])[C@@H:15]([OH:16])[CH2:14]3)[C:5]=2[N:6]=[CH:7][N:8]=1, predict the reactants needed to synthesize it. The reactants are: [NH3:1].Cl[C:3]1[C:4]2[C:11]([I:12])=[CH:10][N:9]([C@@H:13]3[O:27][C@H:26]([CH2:28][O:29]C(C4C=CC(C)=CC=4)=O)[C@@H:15]([O:16]C(C4C=CC(C)=CC=4)=O)[CH2:14]3)[C:5]=2[N:6]=[CH:7][N:8]=1.CO.C(Cl)Cl.CO. (3) Given the product [F:1][C:2]1[CH:7]=[CH:6][C:5]([C:13]2[CH:18]=[CH:17][N:16]=[CH:15][CH:14]=2)=[CH:4][CH:3]=1, predict the reactants needed to synthesize it. The reactants are: [F:1][C:2]1[CH:7]=[CH:6][C:5](B(O)O)=[CH:4][CH:3]=1.Cl.Br[C:13]1[CH:18]=[CH:17][N:16]=[CH:15][CH:14]=1.C(=O)([O-])[O-].[Na+].[Na+]. (4) Given the product [Br:16][CH2:1][C:2]1[N:11]=[C:10]([C:12]([F:15])([F:13])[F:14])[CH:9]=[CH:8][C:3]=1[C:4]([O:6][CH3:7])=[O:5], predict the reactants needed to synthesize it. The reactants are: [CH3:1][C:2]1[N:11]=[C:10]([C:12]([F:15])([F:14])[F:13])[CH:9]=[CH:8][C:3]=1[C:4]([O:6][CH3:7])=[O:5].[Br:16]N1C(=O)CCC1=O. (5) Given the product [Cl:32][CH2:33][CH2:34][CH2:35][C:36]([NH:1][C:2]1[C:10]2[C:5](=[N:6][C:7]([C:18]3[CH:23]=[CH:22][C:21]([Cl:24])=[CH:20][C:19]=3[Cl:25])=[C:8]([C:11]3[CH:16]=[CH:15][C:14]([Cl:17])=[CH:13][CH:12]=3)[CH:9]=2)[O:4][C:3]=1[C:26](=[O:31])[C:27]([CH3:28])([CH3:30])[CH3:29])=[O:37], predict the reactants needed to synthesize it. The reactants are: [NH2:1][C:2]1[C:10]2[C:5](=[N:6][C:7]([C:18]3[CH:23]=[CH:22][C:21]([Cl:24])=[CH:20][C:19]=3[Cl:25])=[C:8]([C:11]3[CH:16]=[CH:15][C:14]([Cl:17])=[CH:13][CH:12]=3)[CH:9]=2)[O:4][C:3]=1[C:26](=[O:31])[C:27]([CH3:30])([CH3:29])[CH3:28].[Cl:32][CH2:33][CH2:34][CH2:35][C:36](Cl)=[O:37].C(N(CC)CC)C. (6) Given the product [CH2:1]([O:8][C:9]([NH:11][C@@H:12]([CH2:17][C:18]1[CH:23]=[CH:22][C:21]([O:24][CH3:25])=[C:20]([I:26])[CH:19]=1)[C:13]([O:15][CH3:16])=[O:14])=[O:10])[C:2]1[CH:3]=[CH:4][CH:5]=[CH:6][CH:7]=1, predict the reactants needed to synthesize it. The reactants are: [CH2:1]([O:8][C:9]([NH:11][C@@H:12]([CH2:17][C:18]1[CH:23]=[CH:22][C:21]([O:24][CH3:25])=[CH:20][CH:19]=1)[C:13]([O:15][CH3:16])=[O:14])=[O:10])[C:2]1[CH:7]=[CH:6][CH:5]=[CH:4][CH:3]=1.[I:26]I. (7) Given the product [CH:1]1([O:4][C:5]2[CH:6]=[C:7]([C:15]3[NH:32][C:18]4[CH:19]=[N:20][N:21]([CH2:24][O:25][CH2:26][CH2:27][Si:28]([CH3:31])([CH3:30])[CH3:29])[C:22](=[O:23])[C:17]=4[C:16]=3[C:41]3[CH:42]=[N:43][NH:44][CH:45]=3)[CH:8]=[CH:9][C:10]=2[O:11][CH:12]([F:14])[F:13])[CH2:2][CH2:3]1, predict the reactants needed to synthesize it. The reactants are: [CH:1]1([O:4][C:5]2[CH:6]=[C:7]([C:15]3[N:32](COCC[Si](C)(C)C)[C:18]4[CH:19]=[N:20][N:21]([CH2:24][O:25][CH2:26][CH2:27][Si:28]([CH3:31])([CH3:30])[CH3:29])[C:22](=[O:23])[C:17]=4[C:16]=3[C:41]3[CH:42]=[N:43][N:44](COCC[Si](C)(C)C)[CH:45]=3)[CH:8]=[CH:9][C:10]=2[O:11][CH:12]([F:14])[F:13])[CH2:3][CH2:2]1.C1(OC2C=C(C3N(COCC[Si](C)(C)C)C4C=NN(COCC[Si](C)(C)C)C(=O)C=4C=3C)C=CC=2OC(F)F)CC1. (8) Given the product [F:1][C:2]1[CH:3]=[C:4]([N:9]2[CH2:13][C@H:12]([CH2:14][N:15]3[CH:19]=[C:18]([CH2:20][F:25])[N:17]=[N:16]3)[O:11][C:10]2=[O:22])[CH:5]=[CH:6][C:7]=1[I:8], predict the reactants needed to synthesize it. The reactants are: [F:1][C:2]1[CH:3]=[C:4]([N:9]2[CH2:13][C@H:12]([CH2:14][N:15]3[CH:19]=[C:18]([CH2:20]Br)[N:17]=[N:16]3)[O:11][C:10]2=[O:22])[CH:5]=[CH:6][C:7]=1[I:8].[F-].[K+].[F:25][B-](F)(F)F.C([N+]1C=CN(C)C=1)CCC.